This data is from Full USPTO retrosynthesis dataset with 1.9M reactions from patents (1976-2016). The task is: Predict the reactants needed to synthesize the given product. (1) Given the product [C:20](=[O:24])([O:21][CH2:22][CH3:23])[O:1][CH2:2][CH2:3][CH2:4][CH2:5][NH:6][C:7]([O:8][C:9]([CH3:10])([CH3:12])[CH3:11])=[O:13], predict the reactants needed to synthesize it. The reactants are: [OH:1][CH2:2][CH2:3][CH2:4][CH2:5][NH:6][C:7](=[O:13])[O:8][C:9]([CH3:12])([CH3:11])[CH3:10].N1C=CC=CC=1.[C:20](Cl)(=[O:24])[O:21][CH2:22][CH3:23]. (2) Given the product [CH2:6]([O:12][C:13]1[C:22]2[C:17](=[CH:18][CH:19]=[CH:20][CH:21]=2)[C:16]([CH:23]=[O:24])=[CH:15][CH:14]=1)[CH2:7][CH2:8][CH2:9][CH2:10][CH3:11], predict the reactants needed to synthesize it. The reactants are: O=P(Cl)(Cl)Cl.[CH2:6]([O:12][C:13]1[C:22]2[C:17](=[CH:18][CH:19]=[CH:20][CH:21]=2)[CH:16]=[CH:15][CH:14]=1)[CH2:7][CH2:8][CH2:9][CH2:10][CH3:11].[C:23](O[Na])(C)=[O:24].O. (3) The reactants are: [CH2:1]([N:3]1[CH2:8][C:7]([CH3:10])([CH3:9])[O:6][C:5](=[O:11])[CH:4]1[CH2:12][C:13]([OH:15])=O)[CH3:2].C(N(C(C)C)CC)(C)C.CN(C(ON1N=NC2C=CC=NC1=2)=[N+](C)C)C.F[P-](F)(F)(F)(F)F.[NH2:49][C:50]1[N:54]([CH3:55])[N:53]=[CH:52][CH:51]=1. Given the product [CH2:1]([N:3]1[CH2:8][C:7]([CH3:9])([CH3:10])[O:6][C:5](=[O:11])[CH:4]1[CH2:12][C:13]([NH:49][C:50]1[N:54]([CH3:55])[N:53]=[CH:52][CH:51]=1)=[O:15])[CH3:2], predict the reactants needed to synthesize it. (4) Given the product [CH2:1]([O:3][C:4]([C:6]1([C:9]2[CH:10]=[CH:11][C:12]([C:15]3[CH:20]=[CH:19][C:18]([C:21]4[O:25][N:24]=[C:23]([CH3:26])[C:22]=4[NH:27][C:33]4[CH:34]=[CH:29][CH:30]=[C:31]([C:35]5[C:36]([O:41][CH3:42])=[N:37][CH:38]=[CH:39][CH:40]=5)[CH:32]=4)=[CH:17][CH:16]=3)=[CH:13][CH:14]=2)[CH2:8][CH2:7]1)=[O:5])[CH3:2], predict the reactants needed to synthesize it. The reactants are: [CH2:1]([O:3][C:4]([C:6]1([C:9]2[CH:14]=[CH:13][C:12]([C:15]3[CH:20]=[CH:19][C:18]([C:21]4[O:25][N:24]=[C:23]([CH3:26])[C:22]=4[NH2:27])=[CH:17][CH:16]=3)=[CH:11][CH:10]=2)[CH2:8][CH2:7]1)=[O:5])[CH3:2].Br[C:29]1[CH:30]=[C:31]([C:35]2[C:36]([O:41][CH3:42])=[N:37][CH:38]=[CH:39][CH:40]=2)[CH:32]=[CH:33][CH:34]=1. (5) Given the product [CH2:35]([O:34][C:32]([N:42]1[CH2:43][CH2:44][N:49]([CH2:22][C:21]([C:9]2[CH:8]=[C:7]3[C:12](=[CH:11][C:10]=2[O:13][CH2:14][C:15]2[CH:20]=[CH:19][CH:18]=[CH:17][CH:16]=2)[NH:4][CH:5]=[C:6]3[CH3:25])=[O:24])[CH2:46][CH2:47]1)=[O:33])[C:36]1[CH:37]=[CH:38][CH:39]=[CH:40][CH:41]=1, predict the reactants needed to synthesize it. The reactants are: C([N:4]1[C:12]2[C:7](=[CH:8][C:9]([C:21](=[O:24])[CH2:22]Br)=[C:10]([O:13][CH2:14][C:15]3[CH:20]=[CH:19][CH:18]=[CH:17][CH:16]=3)[CH:11]=2)[C:6]([CH3:25])=[CH:5]1)(=O)C.C([O-])([O-])=O.[K+].[K+].[C:32]([N:42]1[CH2:47][CH2:46]C[CH2:44][CH2:43]1)([O:34][CH2:35][C:36]1[CH:41]=[CH:40][CH:39]=[CH:38][CH:37]=1)=[O:33].C[N:49](C=O)C. (6) Given the product [F:33][C:32]1[CH:31]=[CH:30][C:29]([NH:34][C:35](=[O:39])[CH:36]([CH3:38])[CH3:37])=[CH:28][C:27]=1[CH:24]1[CH2:23][CH2:22][N:21]([CH2:20][CH2:19][CH2:18][NH:17][C:14]([C:8]2([C:5]3[CH:4]=[CH:3][C:2]([F:1])=[CH:7][CH:6]=3)[CH2:9][CH2:10][CH2:11][CH2:12][CH2:13]2)=[O:16])[CH2:26][CH2:25]1, predict the reactants needed to synthesize it. The reactants are: [F:1][C:2]1[CH:7]=[CH:6][C:5]([C:8]2([C:14]([OH:16])=O)[CH2:13][CH2:12][CH2:11][CH2:10][CH2:9]2)=[CH:4][CH:3]=1.[NH2:17][CH2:18][CH2:19][CH2:20][N:21]1[CH2:26][CH2:25][CH:24]([C:27]2[CH:28]=[C:29]([NH:34][C:35](=[O:39])[CH:36]([CH3:38])[CH3:37])[CH:30]=[CH:31][C:32]=2[F:33])[CH2:23][CH2:22]1. (7) Given the product [CH3:9][C@@H:8]1[CH2:7][CH2:6][CH2:5][N:4]([C:10](=[O:11])[C:12]2[CH:17]=[C:16]([CH3:18])[CH:15]=[CH:14][C:13]=2[N:19]2[N:23]=[CH:22][CH:21]=[N:20]2)[C@@H:3]1[CH2:2][NH:1][C:25]1[CH:32]=[CH:31][C:28]([C:29]#[N:30])=[CH:27][N:26]=1, predict the reactants needed to synthesize it. The reactants are: [NH2:1][CH2:2][C@@H:3]1[C@H:8]([CH3:9])[CH2:7][CH2:6][CH2:5][N:4]1[C:10]([C:12]1[CH:17]=[C:16]([CH3:18])[CH:15]=[CH:14][C:13]=1[N:19]1[N:23]=[CH:22][CH:21]=[N:20]1)=[O:11].Cl[C:25]1[CH:32]=[CH:31][C:28]([C:29]#[N:30])=[CH:27][N:26]=1.